Dataset: Catalyst prediction with 721,799 reactions and 888 catalyst types from USPTO. Task: Predict which catalyst facilitates the given reaction. (1) The catalyst class is: 117. Product: [CH:1]1([CH2:4][O:5][C:6]2[CH:11]=[CH:10][C:9]([S:12]([CH2:15][CH3:16])(=[O:13])=[O:14])=[CH:8][C:7]=2[C:27]2[C:28]3[CH:37]=[C:36]([C:38]([NH2:40])=[O:39])[S:35][C:29]=3[C:30](=[O:34])[N:31]([CH3:33])[CH:32]=2)[CH2:2][CH2:3]1. Reactant: [CH:1]1([CH2:4][O:5][C:6]2[CH:11]=[CH:10][C:9]([S:12]([CH2:15][CH3:16])(=[O:14])=[O:13])=[CH:8][C:7]=2B2OC(C)(C)C(C)(C)O2)[CH2:3][CH2:2]1.Br[C:27]1[C:28]2[CH:37]=[C:36]([C:38]([NH2:40])=[O:39])[S:35][C:29]=2[C:30](=[O:34])[N:31]([CH3:33])[CH:32]=1.[O-]P([O-])([O-])=O.[K+].[K+].[K+]. (2) The catalyst class is: 80. Reactant: [NH2:1][C:2]1[N:3]=[N:4][C:5]([I:8])=[CH:6][CH:7]=1.Cl[CH2:10][C:11]([NH:13][C:14](=[O:20])[O:15][C:16]([CH3:19])([CH3:18])[CH3:17])=O.P([O-])([O-])(O)=O.[Na+].[Na+].O. Product: [I:8][C:5]1[CH:6]=[CH:7][C:2]2[N:3]([CH:10]=[C:11]([NH:13][C:14](=[O:20])[O:15][C:16]([CH3:19])([CH3:18])[CH3:17])[N:1]=2)[N:4]=1. (3) Reactant: Cl[C:2]1[CH:7]=[CH:6][C:5]([N+:8]([O-:10])=[O:9])=[CH:4][CH:3]=1.[NH:11]1[C:15]2[CH:16]=[CH:17][CH:18]=[CH:19][C:14]=2[N:13]=[N:12]1.C(=O)([O-])[O-].[K+].[K+]. Product: [N+:8]([C:5]1[CH:6]=[CH:7][C:2]([N:12]2[N:13]=[C:14]3[CH:19]=[CH:18][CH:17]=[CH:16][C:15]3=[N:11]2)=[CH:3][CH:4]=1)([O-:10])=[O:9]. The catalyst class is: 37. (4) Reactant: [Na].[P:2]([O-:6])([O-:5])([O-:4])=[O:3].[O-:7][P:8]1([O:25]P([O-])(=O)[O:13][P:11]([O-:30])(=[O:12])[O:10][P:8]([O-:25])(=[O:9])[O:7]P([O-])(=O)[O:13][P:11]([O-:30])(=[O:12])[O:10]1)=[O:9].[Na+].[Na+].[Na+].[Na+].[Na+].[Na+].[O-]P(=O)=O.[Na+].[O-]P(OP(OP([O-])([O-])=O)([O-])=O)(=O)[O-].[Na+].[Na+].[Na+].[Na+].[Na+]. Product: [P:2]([O-:6])([O-:5])([O-:4])=[O:3].[O-:9][P:8]([O:10][P:11]([O-:30])([O-:13])=[O:12])(=[O:7])[O-:25]. The catalyst class is: 6.